From a dataset of Reaction yield outcomes from USPTO patents with 853,638 reactions. Predict the reaction yield, written as a fraction of the theoretical maximum amount of product (1.0 means a 100% yield; for example, 0.34 means a 34% yield). (1) The product is [CH2:29]([N:14]([C:11]1[C:10]([CH3:26])=[CH:9][C:8]2[C:7]([CH3:28])([CH3:27])[CH2:6][CH:5]=[C:4]([CH:1]([CH3:3])[CH3:2])[C:13]=2[CH:12]=1)[C:15]1[CH:16]=[CH:17][C:18]([C:19]([O:21][CH2:22][CH3:23])=[O:20])=[CH:24][CH:25]=1)[CH3:30]. No catalyst specified. The reactants are [CH:1]([C:4]1[C:13]2[CH:12]=[C:11]([NH:14][C:15]3[CH:25]=[CH:24][C:18]([C:19]([O:21][CH2:22][CH3:23])=[O:20])=[CH:17][CH:16]=3)[C:10]([CH3:26])=[CH:9][C:8]=2[C:7]([CH3:28])([CH3:27])[CH2:6][CH:5]=1)([CH3:3])[CH3:2].[CH:29](=O)[CH3:30]. The yield is 0.500. (2) The reactants are Br[C:2]1[CH:3]=[C:4]([B:8]2[NH:19][C:18]3[C:20]4[C:14]([CH:15]=[CH:16][CH:17]=3)=[CH:13][CH:12]=[CH:11][C:10]=4[NH:9]2)[CH:5]=[CH:6][CH:7]=1.[B:21]1([B:21]2[O:25][C:24]([CH3:27])([CH3:26])[C:23]([CH3:29])([CH3:28])[O:22]2)[O:25][C:24]([CH3:27])([CH3:26])[C:23]([CH3:29])([CH3:28])[O:22]1.C1(P(C2CCCCC2)C2CCCCC2)CCCCC1.C([O-])(=O)C.[K+]. The catalyst is O1CCOCC1.C1C=CC(/C=C/C(/C=C/C2C=CC=CC=2)=O)=CC=1.C1C=CC(/C=C/C(/C=C/C2C=CC=CC=2)=O)=CC=1.[Pd].[Pd]. The product is [CH3:28][C:23]1([CH3:29])[C:24]([CH3:27])([CH3:26])[O:25][B:21]([C:2]2[CH:3]=[C:4]([B:8]3[NH:19][C:18]4[C:20]5[C:14]([CH:15]=[CH:16][CH:17]=4)=[CH:13][CH:12]=[CH:11][C:10]=5[NH:9]3)[CH:5]=[CH:6][CH:7]=2)[O:22]1. The yield is 0.610.